From a dataset of Peptide-MHC class I binding affinity with 185,985 pairs from IEDB/IMGT. Regression. Given a peptide amino acid sequence and an MHC pseudo amino acid sequence, predict their binding affinity value. This is MHC class I binding data. (1) The peptide sequence is LLQAIGAAA. The MHC is HLA-B27:05 with pseudo-sequence HLA-B27:05. The binding affinity (normalized) is 0.213. (2) The peptide sequence is ESTINLLPY. The MHC is HLA-A80:01 with pseudo-sequence HLA-A80:01. The binding affinity (normalized) is 0.371. (3) The peptide sequence is GRNSFEVRV. The MHC is HLA-B15:01 with pseudo-sequence HLA-B15:01. The binding affinity (normalized) is 0.0847. (4) The peptide sequence is TYPVLEEMF. The MHC is HLA-A02:02 with pseudo-sequence HLA-A02:02. The binding affinity (normalized) is 0.0225. (5) The peptide sequence is KLGEGFKSL. The MHC is HLA-A69:01 with pseudo-sequence HLA-A69:01. The binding affinity (normalized) is 0.0847. (6) The peptide sequence is DMNLEQWSV. The MHC is HLA-A02:19 with pseudo-sequence HLA-A02:19. The binding affinity (normalized) is 0.770. (7) The peptide sequence is RVAVNKSNK. The MHC is HLA-A33:01 with pseudo-sequence HLA-A33:01. The binding affinity (normalized) is 0. (8) The peptide sequence is GKIKGKYSY. The MHC is HLA-B15:01 with pseudo-sequence HLA-B15:01. The binding affinity (normalized) is 0.0847. (9) The peptide sequence is KVRGRLLAL. The MHC is HLA-B08:02 with pseudo-sequence HLA-B08:02. The binding affinity (normalized) is 0.0847.